Task: Predict which catalyst facilitates the given reaction.. Dataset: Catalyst prediction with 721,799 reactions and 888 catalyst types from USPTO (1) Reactant: [CH:1]1([N:5]2[C:9]3[N:10]=[CH:11][N:12]=[C:13]([NH2:14])[C:8]=3[C:7](I)=[CH:6]2)[CH2:4][CH2:3][CH2:2]1.[C:16]1([C:22]2[CH:31]=[CH:30][C:29]3[C:24](=[CH:25][C:26](B4OC(C)(C)C(C)(C)C4)=[CH:27][CH:28]=3)[N:23]=2)[CH:21]=[CH:20][CH:19]=[CH:18][CH:17]=1.C([O-])([O-])=O.[Na+].[Na+].O. Product: [CH:1]1([N:5]2[C:9]3[N:10]=[CH:11][N:12]=[C:13]([NH2:14])[C:8]=3[C:7]([C:26]3[CH:25]=[C:24]4[C:29]([CH:30]=[CH:31][C:22]([C:16]5[CH:21]=[CH:20][CH:19]=[CH:18][CH:17]=5)=[N:23]4)=[CH:28][CH:27]=3)=[CH:6]2)[CH2:4][CH2:3][CH2:2]1. The catalyst class is: 128. (2) The catalyst class is: 3. Reactant: [N:1]1([C:8]([NH:10][C@@H:11]([CH2:15][CH:16]([CH3:18])[CH3:17])[C:12]([OH:14])=O)=[O:9])[CH2:7][CH2:6][CH2:5][CH2:4][CH2:3][CH2:2]1.CN1CCOCC1.[CH2:26]([O:33][C:34]1[CH:39]=[CH:38][C:37]([CH2:40][C@H:41]([NH2:48])[CH2:42][N:43]([CH2:46][CH3:47])[CH2:44][CH3:45])=[CH:36][CH:35]=1)[C:27]1[CH:32]=[CH:31][CH:30]=[CH:29][CH:28]=1.C(OCC)C. Product: [CH2:26]([O:33][C:34]1[CH:35]=[CH:36][C:37]([CH2:40][C@H:41]([NH:48][C:12]([C@@H:11]([NH:10][C:8]([N:1]2[CH2:2][CH2:3][CH2:4][CH2:5][CH2:6][CH2:7]2)=[O:9])[CH2:15][CH:16]([CH3:18])[CH3:17])=[O:14])[CH2:42][N:43]([CH2:46][CH3:47])[CH2:44][CH3:45])=[CH:38][CH:39]=1)[C:27]1[CH:28]=[CH:29][CH:30]=[CH:31][CH:32]=1. (3) Reactant: O.NN.[N+:4]([C:7]1[CH:8]=[C:9]([CH:42]=[CH:43][C:44]=1[N+:45]([O-])=O)[O:10][C:11]1[C:12]([CH:34]2[CH2:38][CH2:37][CH2:36][N:35]2[C:39](=[O:41])[CH3:40])=[CH:13][C:14]2[N:18]([CH2:19][O:20][CH2:21][CH2:22][Si:23]([CH3:26])([CH3:25])[CH3:24])[C:17]([C:27]3[CH:32]=[CH:31][CH:30]=[CH:29][N:28]=3)=[N:16][C:15]=2[CH:33]=1)([O-])=O. Product: [NH2:4][C:7]1[CH:8]=[C:9]([CH:42]=[CH:43][C:44]=1[NH2:45])[O:10][C:11]1[C:12]([CH:34]2[CH2:38][CH2:37][CH2:36][N:35]2[C:39](=[O:41])[CH3:40])=[CH:13][C:14]2[N:18]([CH2:19][O:20][CH2:21][CH2:22][Si:23]([CH3:24])([CH3:26])[CH3:25])[C:17]([C:27]3[CH:32]=[CH:31][CH:30]=[CH:29][N:28]=3)=[N:16][C:15]=2[CH:33]=1. The catalyst class is: 470. (4) Reactant: [Br:1][C:2]1[CH:9]=[CH:8][C:5]([CH:6]=O)=[C:4](F)[CH:3]=1.[SH:11][CH2:12][C:13]([O:15][CH2:16][CH3:17])=[O:14].CCN(CC)CC.O. Product: [Br:1][C:2]1[CH:9]=[CH:8][C:5]2[CH:6]=[C:12]([C:13]([O:15][CH2:16][CH3:17])=[O:14])[S:11][C:4]=2[CH:3]=1. The catalyst class is: 16. (5) Reactant: [Br:1][C:2]1[CH:7]=[CH:6][C:5](I)=[CH:4][C:3]=1[Cl:9].C([Sn](CCCC)(CCCC)[C:15]1[S:16][CH:17]=[CH:18][CH:19]=1)CCC.CCOC(C)=O.CCCCCC. The catalyst class is: 77. Product: [Br:1][C:2]1[CH:7]=[CH:6][C:5]([C:15]2[S:16][CH:17]=[CH:18][CH:19]=2)=[CH:4][C:3]=1[Cl:9]. (6) Reactant: CCCC[N+](CCCC)(CCCC)CCCC.[F-].[CH2:19]([O:51][C:52]1[CH:57]=[C:56]([O:58][CH3:59])[C:55]([C:60]([N:62]2[CH2:66][C:65](=[CH2:67])[CH2:64][C@H:63]2[CH2:68][O:69][Si](C(C)(C)C)(C)C)=[O:61])=[CH:54][C:53]=1[N+:77]([O-:79])=[O:78])[CH2:20][CH2:21][O:22][C:23]1[CH:28]=[C:27]([O:29][CH3:30])[C:26]([C:31]([N:33]2[CH2:37][C:36](=[CH2:38])[CH2:35][CH:34]2[CH2:39][O:40][Si](C(C)(C)C)(C)C)=[O:32])=[CH:25][C:24]=1[N+:48]([O-:50])=[O:49].[NH4+].[Cl-]. Product: [CH2:21]([O:22][C:23]1[CH:28]=[C:27]([O:29][CH3:30])[C:26]([C:31]([N:33]2[CH2:37][C:36](=[CH2:38])[CH2:35][C@H:34]2[CH2:39][OH:40])=[O:32])=[CH:25][C:24]=1[N+:48]([O-:50])=[O:49])[CH2:20][CH2:19][O:51][C:52]1[CH:57]=[C:56]([O:58][CH3:59])[C:55]([C:60]([N:62]2[CH2:66][C:65](=[CH2:67])[CH2:64][CH:63]2[CH2:68][OH:69])=[O:61])=[CH:54][C:53]=1[N+:77]([O-:79])=[O:78]. The catalyst class is: 1. (7) Reactant: [NH2:1][C:2]1[CH:20]=[CH:19][CH:18]=[CH:17][C:3]=1[C:4]([NH:6][C:7]1[CH:12]=[CH:11][C:10]([CH:13]([CH2:15][CH3:16])[CH3:14])=[CH:9][CH:8]=1)=[O:5].[OH:21][CH2:22][CH2:23][O:24][C:25]1[C:32]([CH3:33])=[CH:31][C:28]([CH:29]=O)=[CH:27][C:26]=1[CH3:34].S([O-])(O)=O.[Na+].C1(C)C=CC(S(O)(=O)=O)=CC=1. Product: [CH:13]([C:10]1[CH:11]=[CH:12][C:7]([N:6]2[C:4](=[O:5])[C:3]3[C:2](=[CH:20][CH:19]=[CH:18][CH:17]=3)[N:1]=[C:29]2[C:28]2[CH:31]=[C:32]([CH3:33])[C:25]([O:24][CH2:23][CH2:22][OH:21])=[C:26]([CH3:34])[CH:27]=2)=[CH:8][CH:9]=1)([CH2:15][CH3:16])[CH3:14]. The catalyst class is: 80.